Dataset: Forward reaction prediction with 1.9M reactions from USPTO patents (1976-2016). Task: Predict the product of the given reaction. (1) Given the reactants [CH2:1]([O:8][C:9]1[CH:14]=[CH:13][C:12]([C:15](=[CH2:18])[CH:16]=[CH2:17])=[CH:11][CH:10]=1)[C:2]1[CH:7]=[CH:6][CH:5]=[CH:4][CH:3]=1.[CH3:19][C:20](=[CH2:23])[CH:21]=[O:22].B(F)(F)F, predict the reaction product. The product is: [CH2:1]([O:8][C:9]1[CH:10]=[CH:11][C:12]([C:15]2[CH2:18][CH2:19][C:20]([CH3:23])([CH:21]=[O:22])[CH2:17][CH:16]=2)=[CH:13][CH:14]=1)[C:2]1[CH:3]=[CH:4][CH:5]=[CH:6][CH:7]=1. (2) The product is: [CH:9]1([N:6]2[C:5]3[C:12]([O:14][C@@H:15]([C@H:17]4[CH2:21][N:20]([C@@H:22]([C:24]5[CH:25]=[CH:26][C:27]([O:30][CH3:31])=[CH:28][CH:29]=5)[CH3:23])[C:19](=[O:32])[CH2:18]4)[CH3:16])=[CH:13][C:2]([B:36]4[O:37][C:38]([CH3:40])([CH3:39])[C:34]([CH3:50])([CH3:33])[O:35]4)=[CH:3][C:4]=3[N:8]=[CH:7]2)[CH2:10][CH2:11]1. Given the reactants Br[C:2]1[CH:13]=[C:12]([O:14][C@@H:15]([C@H:17]2[CH2:21][N:20]([C@@H:22]([C:24]3[CH:29]=[CH:28][C:27]([O:30][CH3:31])=[CH:26][CH:25]=3)[CH3:23])[C:19](=[O:32])[CH2:18]2)[CH3:16])[C:5]2[N:6]([CH:9]3[CH2:11][CH2:10]3)[CH:7]=[N:8][C:4]=2[CH:3]=1.[CH3:33][C:34]1([CH3:50])[C:38]([CH3:40])([CH3:39])[O:37][B:36]([B:36]2[O:37][C:38]([CH3:40])([CH3:39])[C:34]([CH3:50])([CH3:33])[O:35]2)[O:35]1.C([O-])(=O)C.[K+].C(Cl)Cl, predict the reaction product. (3) Given the reactants Cl[C:2]([O:4][CH3:5])=[O:3].[F:6][C:7]1[CH:12]=[C:11]([F:13])[CH:10]=[CH:9][C:8]=1[NH:14][C:15](=[O:25])[C:16]1C=[CH:20][C:19]([O:22][CH3:23])=[CH:18][C:17]=1O.Cl, predict the reaction product. The product is: [F:6][C:7]1[CH:12]=[C:11]([F:13])[CH:10]=[CH:9][C:8]=1[N:14]1[C:15](=[O:25])[C:16]2[CH:17]=[CH:18][C:19]([O:22][CH3:23])=[CH:20][C:5]=2[O:4][C:2]1=[O:3].